From a dataset of Catalyst prediction with 721,799 reactions and 888 catalyst types from USPTO. Predict which catalyst facilitates the given reaction. (1) Reactant: [C:1]1([C@H:7]([NH2:10])[CH2:8][CH3:9])[CH:6]=[CH:5][CH:4]=[CH:3][CH:2]=1.Cl[C:12]1[N:20]=[CH:19][N:18]=[C:17]2[C:13]=1[N:14]=[CH:15][N:16]2[CH:21]1[CH2:25][CH2:24][CH2:23][O:22]1. Product: [C:1]1([C@H:7]([NH:10][C:12]2[N:20]=[CH:19][N:18]=[C:17]3[C:13]=2[N:14]=[CH:15][N:16]3[CH:21]2[CH2:25][CH2:24][CH2:23][O:22]2)[CH2:8][CH3:9])[CH:6]=[CH:5][CH:4]=[CH:3][CH:2]=1. The catalyst class is: 14. (2) Reactant: [F:1][C:2]1[CH:3]=[C:4]([CH:15]=[CH:16][CH:17]=1)[CH2:5][C:6]1[CH:14]=[CH:13][C:9]([C:10]([OH:12])=O)=[CH:8][CH:7]=1.[Cl:18][C:19]1[CH:20]=[C:21]2[C:25](=[CH:26][CH:27]=1)[N:24]([CH3:28])[CH:23]=[C:22]2[CH2:29][CH2:30][NH2:31].CN(C(ON1N=NC2C=CC=NC1=2)=[N+](C)C)C.F[P-](F)(F)(F)(F)F.C(N(CC)C(C)C)(C)C. Product: [Cl:18][C:19]1[CH:20]=[C:21]2[C:25](=[CH:26][CH:27]=1)[N:24]([CH3:28])[CH:23]=[C:22]2[CH2:29][CH2:30][NH:31][C:10](=[O:12])[C:9]1[CH:8]=[CH:7][C:6]([CH2:5][C:4]2[CH:15]=[CH:16][CH:17]=[C:2]([F:1])[CH:3]=2)=[CH:14][CH:13]=1. The catalyst class is: 3. (3) Reactant: [NH:1]1[CH2:6][CH2:5][S:4](=[O:8])(=[O:7])[CH2:3][CH2:2]1.[F:9][C:10]([F:15])([F:14])[C@@H:11]1[CH2:13][O:12]1. Product: [O:7]=[S:4]1(=[O:8])[CH2:5][CH2:6][N:1]([CH2:13][C@H:11]([OH:12])[C:10]([F:15])([F:14])[F:9])[CH2:2][CH2:3]1. The catalyst class is: 10. (4) Reactant: [Cl:1][C:2]1[CH:3]=[CH:4][C:5]([N:10]2[CH2:21][CH2:20][C:13]3[N:14]=[CH:15][N:16]=[C:17](OC)[C:12]=3[CH2:11]2)=[C:6]([CH:9]=1)[C:7]#[N:8].CN(C)C1C=CC=CC=1.CN(C)C=O.P(Cl)(Cl)([Cl:38])=O.[OH-].[Na+]. Product: [Cl:1][C:2]1[CH:3]=[CH:4][C:5]([N:10]2[CH2:21][CH2:20][C:13]3[N:14]=[CH:15][N:16]=[C:17]([Cl:38])[C:12]=3[CH2:11]2)=[C:6]([CH:9]=1)[C:7]#[N:8]. The catalyst class is: 10. (5) Reactant: [O:1]1[C:5]([C:6]2[C:7]3[N:8]([C:16]([C:19]([OH:21])=O)=[CH:17][N:18]=3)[CH:9]=[C:10]([C:12]([F:15])([F:14])[F:13])[CH:11]=2)=[CH:4][N:3]=[CH:2]1.CN(C(ON1N=NC2C=CC=NC1=2)=[N+](C)C)C.F[P-](F)(F)(F)(F)F.[NH2:46][C:47]1[CH:52]=[CH:51][CH:50]=[CH:49][CH:48]=1.C(=O)([O-])[O-].[K+].[K+]. Product: [O:1]1[C:5]([C:6]2[C:7]3[N:8]([C:16]([C:19]([NH:46][C:47]4[CH:52]=[CH:51][CH:50]=[CH:49][CH:48]=4)=[O:21])=[CH:17][N:18]=3)[CH:9]=[C:10]([C:12]([F:14])([F:13])[F:15])[CH:11]=2)=[CH:4][N:3]=[CH:2]1. The catalyst class is: 338. (6) Reactant: [Cl:1][C:2]1[CH:3]=[C:4]([CH:20]=[CH:21][CH:22]=1)[C:5]([NH:7][C:8]1[S:9][C:10]2[C:16]([F:17])=[C:15]([F:18])[C:14]([F:19])=[CH:13][C:11]=2[N:12]=1)=[O:6].C(=O)([O-])[O-].[K+].[K+].Br[CH2:30][C:31]([O:33]CC)=[O:32]. The catalyst class is: 9. Product: [Cl:1][C:2]1[CH:3]=[C:4]([CH:20]=[CH:21][CH:22]=1)[C:5]([N:7]=[C:8]1[N:12]([CH2:30][C:31]([OH:33])=[O:32])[C:11]2[CH:13]=[C:14]([F:19])[C:15]([F:18])=[C:16]([F:17])[C:10]=2[S:9]1)=[O:6]. (7) Reactant: [Br:1][C:2]1[CH:6]=[C:5](Br)[S:4][C:3]=1[C:8]1[S:9][C:10](Br)=[CH:11][C:12]=1[Br:13].C(O)C.O. Product: [Br:13][C:12]1[CH:11]=[CH:10][S:9][C:8]=1[C:3]1[S:4][CH:5]=[CH:6][C:2]=1[Br:1]. The catalyst class is: 763.